This data is from Reaction yield outcomes from USPTO patents with 853,638 reactions. The task is: Predict the reaction yield, written as a fraction of the theoretical maximum amount of product (1.0 means a 100% yield; for example, 0.34 means a 34% yield). (1) The reactants are Br[C:2]1[C:7](=[O:8])[CH:6]=[CH:5][N:4]([C:9]2[CH:14]=[CH:13][CH:12]=[C:11]([C:15]([F:18])([F:17])[F:16])[CH:10]=2)[N:3]=1.[C:19]1([C:25]2[C:29](B(O)O)=[CH:28][N:27]([C:33]([C:46]3[CH:51]=[CH:50][CH:49]=[CH:48][CH:47]=3)([C:40]3[CH:45]=[CH:44][CH:43]=[CH:42][CH:41]=3)[C:34]3[CH:39]=[CH:38][CH:37]=[CH:36][CH:35]=3)[N:26]=2)[CH:24]=[CH:23][CH:22]=[CH:21][CH:20]=1.C([O-])([O-])=O.[Na+].[Na+].COCCOC. The catalyst is C1C=CC([P]([Pd]([P](C2C=CC=CC=2)(C2C=CC=CC=2)C2C=CC=CC=2)([P](C2C=CC=CC=2)(C2C=CC=CC=2)C2C=CC=CC=2)[P](C2C=CC=CC=2)(C2C=CC=CC=2)C2C=CC=CC=2)(C2C=CC=CC=2)C2C=CC=CC=2)=CC=1.O. The product is [C:19]1([C:25]2[C:29]([C:2]3[C:7](=[O:8])[CH:6]=[CH:5][N:4]([C:9]4[CH:14]=[CH:13][CH:12]=[C:11]([C:15]([F:18])([F:17])[F:16])[CH:10]=4)[N:3]=3)=[CH:28][N:27]([C:33]([C:46]3[CH:51]=[CH:50][CH:49]=[CH:48][CH:47]=3)([C:40]3[CH:41]=[CH:42][CH:43]=[CH:44][CH:45]=3)[C:34]3[CH:39]=[CH:38][CH:37]=[CH:36][CH:35]=3)[N:26]=2)[CH:24]=[CH:23][CH:22]=[CH:21][CH:20]=1. The yield is 0.670. (2) The reactants are [N+:1]([C:4]1[CH:5]=[C:6]([CH:8]=[CH:9][CH:10]=1)[NH2:7])([O-:3])=[O:2].[C:11]([N:15]=[N:16]/[C:17](/[CH3:24])=[CH:18]\[C:19]([O:21][CH2:22][CH3:23])=[O:20])([O:13][CH3:14])=[O:12].CCCCCC. The catalyst is C1COCC1. The product is [CH2:22]([O:21][C:19](=[O:20])[CH:18]([NH:7][C:6]1[CH:8]=[CH:9][CH:10]=[C:4]([N+:1]([O-:3])=[O:2])[CH:5]=1)[C:17](=[N:16][NH:15][C:11]([O:13][CH3:14])=[O:12])[CH3:24])[CH3:23]. The yield is 0.710. (3) The reactants are [O:1]1[CH2:5][CH2:4][CH:3]([C:6]2[NH:10][N:9]=[C:8](N)[CH:7]=2)[CH2:2]1.O.C1(C)C=CC(S(O)(=O)=O)=CC=1.N([O-])=O.[Na+].[I-:28].[Na+]. The catalyst is C(#N)C.O.O. The product is [I:28][C:8]1[CH:7]=[C:6]([CH:3]2[CH2:4][CH2:5][O:1][CH2:2]2)[NH:10][N:9]=1. The yield is 0.350. (4) The reactants are [Br:1][C:2]1[CH:7]=[C:6]([F:8])[CH:5]=[C:4]([Br:9])[C:3]=1[NH:10][C:11]#[N:12].[NH:13]1[CH:17]=[C:16]([C:18]([O:20][CH2:21][CH3:22])=[O:19])[CH:15]=[N:14]1.Cl.O1CCOCC1. The catalyst is CCOCC. The product is [CH2:21]([O:20][C:18]([C:16]1[CH:17]=[N:13][N:14]([C:11](=[NH:12])[NH:10][C:3]2[C:4]([Br:9])=[CH:5][C:6]([F:8])=[CH:7][C:2]=2[Br:1])[CH:15]=1)=[O:19])[CH3:22]. The yield is 0.500. (5) The reactants are [NH2:1][C:2]1[N:3]=[C:4]([CH3:22])[C:5]2[CH:11]=[C:10](Br)[C:9](=[O:13])[N:8]([C@H:14]3[CH2:19][CH2:18][C@H:17]([O:20][CH3:21])[CH2:16][CH2:15]3)[C:6]=2[N:7]=1.[CH3:23][O:24][C:25]1[CH:30]=[CH:29][C:28](B(O)O)=[CH:27][N:26]=1.C(=O)([O-])[O-].[Cs+].[Cs+].C(Cl)Cl. The catalyst is O.C(COC)OC. The product is [NH2:1][C:2]1[N:3]=[C:4]([CH3:22])[C:5]2[CH:11]=[C:10]([C:28]3[CH:27]=[N:26][C:25]([O:24][CH3:23])=[CH:30][CH:29]=3)[C:9](=[O:13])[N:8]([C@H:14]3[CH2:19][CH2:18][C@H:17]([O:20][CH3:21])[CH2:16][CH2:15]3)[C:6]=2[N:7]=1. The yield is 0.400. (6) The reactants are Br[C:2]1[CH:3]=[CH:4][C:5]([F:19])=[C:6]([C:8]2[CH:13]=[CH:12][C:11]([S:14]([NH:17][CH3:18])(=[O:16])=[O:15])=[CH:10][CH:9]=2)[CH:7]=1.[B:20]1([B:20]2[O:24][C:23]([CH3:26])([CH3:25])[C:22]([CH3:28])([CH3:27])[O:21]2)[O:24][C:23]([CH3:26])([CH3:25])[C:22]([CH3:28])([CH3:27])[O:21]1.C([O-])(=O)C.[K+].CS(C)=O. The catalyst is O1CCOCC1.CCOC(C)=O.O.C1C=CC(P(C2C=CC=CC=2)[C-]2C=CC=C2)=CC=1.C1C=CC(P(C2C=CC=CC=2)[C-]2C=CC=C2)=CC=1.Cl[Pd]Cl.[Fe+2]. The product is [F:19][C:5]1[CH:4]=[CH:3][C:2]([B:20]2[O:24][C:23]([CH3:26])([CH3:25])[C:22]([CH3:28])([CH3:27])[O:21]2)=[CH:7][C:6]=1[C:8]1[CH:13]=[CH:12][C:11]([S:14]([NH:17][CH3:18])(=[O:16])=[O:15])=[CH:10][CH:9]=1. The yield is 0.860. (7) The reactants are [Cl:1][C:2]1[N:10]=[C:9]2[C:5]([NH:6][CH:7]=[N:8]2)=[C:4]([Cl:11])[N:3]=1.[C:12]1([CH3:21])[CH:17]=[CH:16][CH:15]=[C:14](B(O)O)[CH:13]=1.N1C2C(=CC=C3C=2N=CC=C3)C=CC=1. The catalyst is ClCCl. The product is [Cl:1][C:2]1[N:10]=[C:9]2[C:5]([N:6]=[CH:7][N:8]2[C:14]2[CH:13]=[C:12]([CH3:21])[CH:17]=[CH:16][CH:15]=2)=[C:4]([Cl:11])[N:3]=1. The yield is 0.500. (8) The reactants are [CH3:1][C:2]1[N:6]=[C:5]([NH2:7])[NH:4][N:3]=1.[CH3:8][C@@H:9]1[CH2:14][C:13](=O)[CH2:12][C@H:11]([CH3:16])[O:10]1.C(O[BH-](OC(=O)C)OC(=O)C)(=O)C.[Na+]. The catalyst is C(O)(=O)C. The product is [CH3:8][C@@H:9]1[CH2:14][CH:13]([NH:7][C:5]2[NH:4][N:3]=[C:2]([CH3:1])[N:6]=2)[CH2:12][C@H:11]([CH3:16])[O:10]1. The yield is 0.220. (9) The reactants are [N:1]([CH2:4][C@@H:5]1[O:9][C:8](=[O:10])[N:7]([C:11]2[CH:16]=[CH:15][C:14]([I:17])=[C:13]([F:18])[CH:12]=2)[CH2:6]1)=[N+:2]=[N-:3].[CH3:19][Si:20]([C:23]#[CH:24])([CH3:22])[CH3:21]. The catalyst is CN(C=O)C. The product is [F:18][C:13]1[CH:12]=[C:11]([N:7]2[CH2:6][C@H:5]([CH2:4][N:1]3[CH:24]=[C:23]([Si:20]([CH3:22])([CH3:21])[CH3:19])[N:3]=[N:2]3)[O:9][C:8]2=[O:10])[CH:16]=[CH:15][C:14]=1[I:17]. The yield is 1.00.